Predict the product of the given reaction. From a dataset of Forward reaction prediction with 1.9M reactions from USPTO patents (1976-2016). (1) Given the reactants [CH3:1][C:2]1[C:7]([CH3:8])=[CH:6][C:5]([NH:9][CH2:10][CH2:11][CH:12]2[O:17][C:16](=[O:18])[CH2:15][CH2:14][CH2:13]2)=[C:4]([N+:19]([O-])=O)[CH:3]=1, predict the reaction product. The product is: [NH2:19][C:4]1[CH:3]=[C:2]([CH3:1])[C:7]([CH3:8])=[CH:6][C:5]=1[NH:9][CH2:10][CH2:11][CH:12]1[O:17][C:16](=[O:18])[CH2:15][CH2:14][CH2:13]1. (2) The product is: [Cl:1][C:2]1[CH:9]=[CH:8][C:5]([CH2:6][N:27]2[CH2:28][CH:24]3[CH2:23][N:22]([C:29]([O:31][N:40]4[C:41](=[O:42])[CH2:36][CH2:37][C:38]4=[O:39])=[O:30])[CH2:21][CH:25]3[CH2:26]2)=[C:4]([N:12]2[CH2:13][CH2:14][C:15]3([CH2:20][CH2:19][O:18][CH2:17][CH2:16]3)[CH2:11]2)[CH:3]=1. Given the reactants [Cl:1][C:2]1[CH:9]=[CH:8][C:5]([CH:6]=O)=[C:4](F)[CH:3]=1.[CH2:11]1[C:15]2([CH2:20][CH2:19][O:18][CH2:17][CH2:16]2)[CH2:14][CH2:13][NH:12]1.[CH2:21]1[CH:25]2[CH2:26][NH:27][CH2:28][CH:24]2[CH2:23][N:22]1[C:29]([O:31]C(C)(C)C)=[O:30].[CH2:36]1[C:41](=[O:42])[N:40](OC(O[N:40]2[C:41](=[O:42])[CH2:36][CH2:37][C:38]2=[O:39])=O)[C:38](=[O:39])[CH2:37]1, predict the reaction product. (3) The product is: [Br:1][C:2]1[CH:3]=[C:4]([S:14][CH3:13])[C:5]2[N:6]([C:8]([I:11])=[CH:9][N:10]=2)[N:7]=1. Given the reactants [Br:1][C:2]1[CH:3]=[C:4](Br)[C:5]2[N:6]([C:8]([I:11])=[CH:9][N:10]=2)[N:7]=1.[CH3:13][S-:14].[Na+].O.O, predict the reaction product. (4) Given the reactants [CH2:1]([N:8]([CH2:16][CH:17]1[CH2:22][CH2:21][N:20]([CH2:23][C:24]2([C:28]([F:31])([F:30])[F:29])[CH2:27][CH2:26][CH2:25]2)[CH2:19][CH2:18]1)[C:9]1[CH:14]=[CH:13][C:12](Br)=[CH:11][CH:10]=1)[C:2]1[CH:7]=[CH:6][CH:5]=[CH:4][CH:3]=1.[CH3:32][O:33][C:34]([C:36]1[CH:41]=[CH:40][C:39](B(O)O)=[CH:38][CH:37]=1)=[O:35].C([O-])([O-])=O.[Cs+].[Cs+].O1CCOCC1, predict the reaction product. The product is: [CH2:1]([N:8]([CH2:16][CH:17]1[CH2:22][CH2:21][N:20]([CH2:23][C:24]2([C:28]([F:31])([F:30])[F:29])[CH2:27][CH2:26][CH2:25]2)[CH2:19][CH2:18]1)[C:9]1[CH:14]=[CH:13][C:12]([C:39]2[CH:40]=[CH:41][C:36]([C:34]([O:33][CH3:32])=[O:35])=[CH:37][CH:38]=2)=[CH:11][CH:10]=1)[C:2]1[CH:7]=[CH:6][CH:5]=[CH:4][CH:3]=1. (5) Given the reactants [C:1]([O:5][C:6]([N:8]1[C:16]2[C:11](=[C:12]([CH3:17])[CH:13]=[CH:14][CH:15]=2)[CH:10]=[C:9]1B(O)O)=[O:7])([CH3:4])([CH3:3])[CH3:2].Br[C:22]1[CH:23]=[CH:24][C:25]([Cl:38])=[C:26]([S:28]([NH:31][CH:32]2[CH2:37][CH2:36][CH2:35][CH2:34][CH2:33]2)(=[O:30])=[O:29])[CH:27]=1.[F-].[Cs+], predict the reaction product. The product is: [C:1]([O:5][C:6]([N:8]1[C:16]2[C:11](=[C:12]([CH3:17])[CH:13]=[CH:14][CH:15]=2)[CH:10]=[C:9]1[C:22]1[CH:23]=[CH:24][C:25]([Cl:38])=[C:26]([S:28](=[O:29])(=[O:30])[NH:31][CH:32]2[CH2:37][CH2:36][CH2:35][CH2:34][CH2:33]2)[CH:27]=1)=[O:7])([CH3:4])([CH3:3])[CH3:2]. (6) The product is: [ClH:12].[ClH:12].[NH:1]([C:2]1[CH:3]=[N:4][CH:5]=[CH:6][CH:7]=1)[NH2:8]. Given the reactants [NH2:1][C:2]1[CH:3]=[N:4][CH:5]=[CH:6][CH:7]=1.[N:8]([O-])=O.[Na+].[ClH:12], predict the reaction product. (7) Given the reactants P([O-])([O-])([O-])=O.S(O)(=O)(=O)C.[O:11]1[CH2:16][CH2:15][N:14]([CH2:17][CH2:18][O:19][C:20]2[CH:25]=[CH:24][C:23]([C:26]3[CH:27]=[CH:28][C:29]([CH2:32][C:33]([NH:35][CH2:36][C:37]4[CH:42]=[CH:41][CH:40]=[CH:39][CH:38]=4)=[O:34])=[N:30][CH:31]=3)=[CH:22][CH:21]=2)[CH2:13][CH2:12]1, predict the reaction product. The product is: [CH:40]1[CH:39]=[CH:38][C:37]([CH2:36][NH:35][C:33]([CH2:32][C:29]2[CH:28]=[CH:27][C:26]([C:23]3[CH:22]=[CH:21][C:20]([O:19][CH2:18][CH2:17][N:14]4[CH2:15][CH2:16][O:11][CH2:12][CH2:13]4)=[CH:25][CH:24]=3)=[CH:31][N:30]=2)=[O:34])=[CH:42][CH:41]=1.